From a dataset of Forward reaction prediction with 1.9M reactions from USPTO patents (1976-2016). Predict the product of the given reaction. (1) Given the reactants F[C:2]1[C:7]([C:8]2[C:9]3[CH:16]=[CH:15][NH:14][C:10]=3[N:11]=[CH:12][N:13]=2)=[CH:6][CH:5]=[CH:4][N:3]=1.[Cl:17][C:18]1[C:27]2[CH:26]=[CH:25][C:24]([CH3:28])=[C:23]([NH2:29])[C:22]=2[CH:21]=[CH:20][N:19]=1.C[Si]([N-][Si](C)(C)C)(C)C.[Li+], predict the reaction product. The product is: [N:11]1[C:10]2[NH:14][CH:15]=[CH:16][C:9]=2[C:8]([C:7]2[C:2]([NH:29][C:23]3[C:22]4[CH:21]=[CH:20][N:19]=[C:18]([Cl:17])[C:27]=4[CH:26]=[CH:25][C:24]=3[CH3:28])=[N:3][CH:4]=[CH:5][CH:6]=2)=[N:13][CH:12]=1. (2) Given the reactants [NH2:1][C:2]1[CH:10]=[CH:9][C:8]([Cl:11])=[CH:7][C:3]=1[C:4]([OH:6])=O.[CH3:12][O:13][C:14](=[O:37])[C@@H:15]([NH2:36])[CH2:16][C:17]1[CH:22]=[CH:21][C:20]([C:23]2[CH:28]=[CH:27][C:26]([O:29][C:30]3[CH:35]=[CH:34][CH:33]=[CH:32][CH:31]=3)=[CH:25][CH:24]=2)=[CH:19][CH:18]=1.CN(C(ON1N=NC2C=CC=CC1=2)=[N+](C)C)C.F[P-](F)(F)(F)(F)F.CCN(C(C)C)C(C)C, predict the reaction product. The product is: [CH3:12][O:13][C:14](=[O:37])[C@@H:15]([NH:36][C:4](=[O:6])[C:3]1[CH:7]=[C:8]([Cl:11])[CH:9]=[CH:10][C:2]=1[NH2:1])[CH2:16][C:17]1[CH:18]=[CH:19][C:20]([C:23]2[CH:28]=[CH:27][C:26]([O:29][C:30]3[CH:35]=[CH:34][CH:33]=[CH:32][CH:31]=3)=[CH:25][CH:24]=2)=[CH:21][CH:22]=1. (3) Given the reactants F[C:2]1[CH:11]=[CH:10][CH:9]=[C:8]2[C:3]=1[C:4]([NH:12][C:13]1[CH:18]=[CH:17][C:16]([O:19][C:20]3[CH:21]=[N:22][C:23]([CH3:26])=[CH:24][CH:25]=3)=[C:15]([CH3:27])[CH:14]=1)=[N:5][CH:6]=[N:7]2.[CH3:28][O-:29].[Na+], predict the reaction product. The product is: [CH3:28][O:29][C:2]1[CH:11]=[CH:10][CH:9]=[C:8]2[C:3]=1[C:4]([NH:12][C:13]1[CH:18]=[CH:17][C:16]([O:19][C:20]3[CH:21]=[N:22][C:23]([CH3:26])=[CH:24][CH:25]=3)=[C:15]([CH3:27])[CH:14]=1)=[N:5][CH:6]=[N:7]2. (4) Given the reactants [OH:1][C:2]1[C:3]([C:19]([O:21]CC)=[O:20])=[N:4][N:5]2[C@@H:10]([C:11]3[CH:16]=[CH:15][CH:14]=[CH:13][CH:12]=3)[CH2:9][N:8]([CH3:17])[C:7](=[O:18])[C:6]=12.[OH-].[Na+].Cl, predict the reaction product. The product is: [OH:1][C:2]1[C:3]([C:19]([OH:21])=[O:20])=[N:4][N:5]2[C@@H:10]([C:11]3[CH:16]=[CH:15][CH:14]=[CH:13][CH:12]=3)[CH2:9][N:8]([CH3:17])[C:7](=[O:18])[C:6]=12. (5) Given the reactants [CH3:1][O:2][C:3]([N:5]1[C@@H:13]2[C@@H:8]([C@@:9]([OH:23])([C:14]#[C:15][C:16]3[CH:17]=[C:18]([CH3:22])[CH:19]=[CH:20][CH:21]=3)[CH2:10][CH2:11][CH2:12]2)[CH2:7][CH2:6]1)=[O:4].[CH3:24][O:25][C:26](=[O:31])[CH2:27][C:28](O)=[O:29], predict the reaction product. The product is: [C:28]([O:23][C@@:9]1([C:14]#[C:15][C:16]2[CH:17]=[C:18]([CH3:22])[CH:19]=[CH:20][CH:21]=2)[CH2:10][CH2:11][CH2:12][C@@H:13]2[C@H:8]1[CH2:7][CH2:6][N:5]2[C:3]([O:2][CH3:1])=[O:4])(=[O:29])[CH2:27][C:26]([O:25][CH3:24])=[O:31]. (6) The product is: [CH3:1][C:2]1([CH3:5])[CH2:3][C:37](=[CH2:38])[C:36]2[C:31](=[CH:32][CH:33]=[C:34]([C:40]([O:42][CH3:43])=[O:41])[CH:35]=2)[O:4]1. Given the reactants [CH3:1][C:2]([CH3:5])([O-:4])[CH3:3].[K+].[Br-].C1(C([PH3+])(C2C=CC=CC=2)C2C=CC=CC=2)C=CC=CC=1.CC1(C)[CH2:38][C:37](=O)[C:36]2[C:31](=[CH:32][CH:33]=[C:34]([C:40]([O:42][CH3:43])=[O:41])[CH:35]=2)O1, predict the reaction product. (7) Given the reactants [NH2:1][C:2]1[CH:3]=[N:4][C:5]([S:10][CH2:11][C:12]2[CH:17]=[CH:16][CH:15]=[CH:14][CH:13]=2)=[C:6]([CH:9]=1)[C:7]#[N:8].[C:18](Cl)(=[O:21])[O:19][CH3:20], predict the reaction product. The product is: [CH2:11]([S:10][C:5]1[N:4]=[CH:3][C:2]([NH:1][C:18](=[O:21])[O:19][CH3:20])=[CH:9][C:6]=1[C:7]#[N:8])[C:12]1[CH:17]=[CH:16][CH:15]=[CH:14][CH:13]=1. (8) Given the reactants [OH:1][C:2]1[CH:28]=[CH:27][C:5]2[N:6]=[C:7]([C:9]3[N:14]=[CH:13][C:12]([O:15][CH2:16][C@@H:17]([NH:19][C:20](=[O:26])[O:21][C:22]([CH3:25])([CH3:24])[CH3:23])[CH3:18])=[CH:11][CH:10]=3)[O:8][C:4]=2[CH:3]=1.CS(O[CH2:34][CH:35]1[CH2:38][C:37]([F:40])([F:39])[CH2:36]1)(=O)=O, predict the reaction product. The product is: [F:39][C:37]1([F:40])[CH2:38][CH:35]([CH2:34][O:1][C:2]2[CH:28]=[CH:27][C:5]3[N:6]=[C:7]([C:9]4[N:14]=[CH:13][C:12]([O:15][CH2:16][C@@H:17]([NH:19][C:20](=[O:26])[O:21][C:22]([CH3:23])([CH3:24])[CH3:25])[CH3:18])=[CH:11][CH:10]=4)[O:8][C:4]=3[CH:3]=2)[CH2:36]1. (9) Given the reactants [CH3:1][O:2][C:3](=[O:14])[CH:4]=[C:5]([NH:7][CH:8]1[CH2:13][CH2:12][CH2:11][CH2:10][CH2:9]1)[CH3:6].ClC1C=C(Cl)C=C(Cl)C=1[O:24][C:25](=O)[CH:26]([CH3:39])[C:27](OC1C(Cl)=CC(Cl)=CC=1Cl)=[O:28], predict the reaction product. The product is: [CH:8]1([N:7]2[C:25](=[O:24])[C:26]([CH3:39])=[C:27]([OH:28])[C:4]([C:3]([O:2][CH3:1])=[O:14])=[C:5]2[CH3:6])[CH2:9][CH2:10][CH2:11][CH2:12][CH2:13]1. (10) Given the reactants Cl.Cl.[N:3]1[C:4]([CH2:12][CH2:13][NH2:14])=[CH:5][N:6]2[CH:11]=[CH:10][CH:9]=[CH:8][C:7]=12.F[P-](F)(F)(F)(F)F.N1(OC(N(C)C)=[N+](C)C)C2N=CC=C[C:25]=2[N:24]=[N:23]1.C[N:40]1[CH2:45][CH2:44]OC[CH2:41]1.C([O:49][CH2:50][CH3:51])(=O)C.[CH3:52]O.C([O:57][CH2:58][CH3:59])(=O)C, predict the reaction product. The product is: [N:3]1[C:4]([CH2:12][CH2:13][NH:14][C:58]([C:59]2[N:24]([CH3:25])[N:23]=[CH:52][C:51]=2[C:50]([N:40]2[CH2:41][CH2:44][CH2:45]2)=[O:49])=[O:57])=[CH:5][N:6]2[CH:11]=[CH:10][CH:9]=[CH:8][C:7]=12.